This data is from Forward reaction prediction with 1.9M reactions from USPTO patents (1976-2016). The task is: Predict the product of the given reaction. (1) Given the reactants FC(F)(F)C1C=C(NC(=O)NC2C=CC(C3SC(CCC(OC)=O)=NC=3)=CC=2)C=CC=1.[NH2:32][C:33]1[CH:38]=[CH:37][C:36]([C:39]2[S:43][C:42]([CH2:44][CH2:45][C:46]([CH3:58])([CH3:57])[C:47]([NH:49][S:50]([C:53]([F:56])([F:55])[F:54])(=[O:52])=[O:51])=[O:48])=[N:41][CH:40]=2)=[CH:35][CH:34]=1.[F:59][C:60]1[CH:65]=[C:64]([F:66])[C:63]([F:67])=[CH:62][C:61]=1[N:68]=[C:69]=[O:70], predict the reaction product. The product is: [CH3:57][C:46]([CH3:58])([CH2:45][CH2:44][C:42]1[S:43][C:39]([C:36]2[CH:35]=[CH:34][C:33]([NH:32][C:69]([NH:68][C:61]3[CH:62]=[C:63]([F:67])[C:64]([F:66])=[CH:65][C:60]=3[F:59])=[O:70])=[CH:38][CH:37]=2)=[CH:40][N:41]=1)[C:47]([NH:49][S:50]([C:53]([F:54])([F:55])[F:56])(=[O:52])=[O:51])=[O:48]. (2) Given the reactants [C:1]([C:4]1[CH:9]=[CH:8][C:7]([C:10]2[CH:15]=[CH:14][C:13]([O:16][CH3:17])=[C:12]([CH2:18][NH:19][CH:20]3[CH2:25][CH2:24][CH:23]([N:26]([CH3:34])[C:27](=[O:33])[O:28][C:29]([CH3:32])([CH3:31])[CH3:30])[CH2:22][CH2:21]3)[CH:11]=2)=[CH:6][CH:5]=1)(=[O:3])[NH2:2].[Cl:35][C:36]1[C:37]2[CH:47]=[CH:46][CH:45]=[CH:44][C:38]=2[S:39][C:40]=1[C:41](Cl)=[O:42], predict the reaction product. The product is: [C:1]([C:4]1[CH:5]=[CH:6][C:7]([C:10]2[CH:15]=[CH:14][C:13]([O:16][CH3:17])=[C:12]([CH2:18][N:19]([C:41]([C:40]3[S:39][C:38]4[CH:44]=[CH:45][CH:46]=[CH:47][C:37]=4[C:36]=3[Cl:35])=[O:42])[CH:20]3[CH2:25][CH2:24][CH:23]([N:26]([CH3:34])[C:27](=[O:33])[O:28][C:29]([CH3:31])([CH3:30])[CH3:32])[CH2:22][CH2:21]3)[CH:11]=2)=[CH:8][CH:9]=1)(=[O:3])[NH2:2]. (3) Given the reactants [OH:1][C:2]1[CH:3]=[CH:4][CH:5]=[C:6]2[C:10]=1[N:9]([CH2:11][CH2:12][C:13]1[CH:18]=[CH:17][C:16]([O:19][CH2:20][CH2:21][CH:22]([O:25][CH3:26])[O:23][CH3:24])=[CH:15][CH:14]=1)[CH:8]=[CH:7]2.[C:27]([O:33][C@@H:34]1[C@@H:39]([O:40][C:41](=[O:46])[C:42]([CH3:45])([CH3:44])[CH3:43])[C@H:38]([O:47][C:48](=[O:53])[C:49]([CH3:52])([CH3:51])[CH3:50])[C@@H:37]([CH2:54][O:55][C:56](=[O:61])[C:57]([CH3:60])([CH3:59])[CH3:58])[O:36][C@@H:35]1Br)(=[O:32])[C:28]([CH3:31])([CH3:30])[CH3:29].[OH-].[Na+], predict the reaction product. The product is: [CH3:24][O:23][CH:22]([O:25][CH3:26])[CH2:21][CH2:20][O:19][C:16]1[CH:17]=[CH:18][C:13]([CH2:12][CH2:11][N:9]2[C:10]3[C:6](=[CH:5][CH:4]=[CH:3][C:2]=3[O:1][C@@H:35]3[O:36][C@H:37]([CH2:54][O:55][C:56](=[O:61])[C:57]([CH3:60])([CH3:59])[CH3:58])[C@@H:38]([O:47][C:48](=[O:53])[C:49]([CH3:50])([CH3:51])[CH3:52])[C@H:39]([O:40][C:41](=[O:46])[C:42]([CH3:43])([CH3:44])[CH3:45])[C@H:34]3[O:33][C:27](=[O:32])[C:28]([CH3:31])([CH3:29])[CH3:30])[CH:7]=[CH:8]2)=[CH:14][CH:15]=1.